Predict the reactants needed to synthesize the given product. From a dataset of Full USPTO retrosynthesis dataset with 1.9M reactions from patents (1976-2016). (1) Given the product [OH:1][C@H:2]1[CH2:7][CH2:6][CH2:5][CH2:4][C@@H:3]1[NH:8][C:9]([C:11]1[C:15]2=[N:16][CH:17]=[CH:18][C:19]([CH3:20])=[C:14]2[N:13]([CH2:22][C:23]2[CH:28]=[N:27][C:26]([O:29][CH3:30])=[CH:25][CH:24]=2)[CH:12]=1)=[O:10], predict the reactants needed to synthesize it. The reactants are: [OH:1][C@H:2]1[CH2:7][CH2:6][CH2:5][CH2:4][C@@H:3]1[NH:8][C:9]([C:11]1[C:15]2=[N:16][CH:17]=[CH:18][C:19]([CH3:20])=[C:14]2[NH:13][CH:12]=1)=[O:10].Cl[CH2:22][C:23]1[CH:24]=[CH:25][C:26]([O:29][CH3:30])=[N:27][CH:28]=1.C(=O)([O-])[O-].[Cs+].[Cs+].O. (2) Given the product [C:16]([NH:15][C:11]1[CH:10]=[C:9]([C:31]2[CH:30]=[N:29][C:28]([N:34]([CH3:36])[CH3:35])=[C:27]([C:26]([NH:25][C:20]34[CH2:24][CH:22]([CH2:23]3)[CH2:21]4)=[O:37])[CH:32]=2)[CH:14]=[CH:13][N:12]=1)(=[O:18])[CH3:17], predict the reactants needed to synthesize it. The reactants are: CC1(C)C(C)(C)OB([C:9]2[CH:14]=[CH:13][N:12]=[C:11]([NH:15][C:16](=[O:18])[CH3:17])[CH:10]=2)O1.[C:20]12([NH:25][C:26](=[O:37])[C:27]3[CH:32]=[C:31](Br)[CH:30]=[N:29][C:28]=3[N:34]([CH3:36])[CH3:35])[CH2:24][CH:22]([CH2:23]1)[CH2:21]2.C(Cl)Cl.C(=O)([O-])[O-].[K+].[K+]. (3) Given the product [CH3:25][C:22]([C:19]1[CH:18]=[CH:17][C:16]([CH2:15][C:5]2[C:4]3[C:9](=[CH:10][CH:11]=[C:2]([N:31]4[CH2:32][CH2:33][N:28]([CH3:27])[CH2:29][CH2:30]4)[CH:3]=3)[N:8]=[CH:7][C:6]=2[N+:12]([O-:14])=[O:13])=[CH:21][CH:20]=1)([CH3:26])[C:23]#[N:24].[CH3:27][N:28]([CH3:29])[C:2]1[CH:3]=[C:4]2[C:9](=[CH:10][CH:11]=1)[N:8]=[CH:7][C:6]([N+:12]([O-:14])=[O:13])=[C:5]2[CH2:15][C:16]1[CH:21]=[CH:20][C:19]([C:22]([CH3:26])([CH3:25])[C:23]#[N:24])=[CH:18][CH:17]=1, predict the reactants needed to synthesize it. The reactants are: Br[C:2]1[CH:3]=[C:4]2[C:9](=[CH:10][CH:11]=1)[N:8]=[CH:7][C:6]([N+:12]([O-:14])=[O:13])=[C:5]2[CH2:15][C:16]1[CH:21]=[CH:20][C:19]([C:22]([CH3:26])([CH3:25])[C:23]#[N:24])=[CH:18][CH:17]=1.[CH3:27][N:28]1[CH2:33][CH2:32][NH:31][CH2:30][CH2:29]1.C([O-])([O-])=O.[Cs+].[Cs+].C1C=CC(P(C2C(C3C(P(C4C=CC=CC=4)C4C=CC=CC=4)=CC=C4C=3C=CC=C4)=C3C(C=CC=C3)=CC=2)C2C=CC=CC=2)=CC=1.